This data is from Full USPTO retrosynthesis dataset with 1.9M reactions from patents (1976-2016). The task is: Predict the reactants needed to synthesize the given product. (1) Given the product [Cl:1][C:2]1[N:3]=[CH:4][C:5]([CH:8]=[O:9])=[N:6][CH:7]=1, predict the reactants needed to synthesize it. The reactants are: [Cl:1][C:2]1[N:3]=[CH:4][C:5]([CH2:8][OH:9])=[N:6][CH:7]=1. (2) Given the product [O:1]=[C:2]1[N:6]([C:7]2[CH:8]=[CH:9][C:10]([C:11]#[N:12])=[CH:13][CH:14]=2)[N:5]=[C:4]2[C:15]3[CH:16]=[CH:17][CH:18]=[CH:19][C:20]=3[S:21][CH:22]=[C:3]12, predict the reactants needed to synthesize it. The reactants are: [O:1]=[C:2]1[N:6]([C:7]2[CH:14]=[CH:13][C:10]([C:11]#[N:12])=[CH:9][CH:8]=2)[NH:5][C:4]2[C:15]3[CH:16]=[CH:17][CH:18]=[CH:19][C:20]=3[S:21][CH2:22][C:3]1=2.